This data is from Reaction yield outcomes from USPTO patents with 853,638 reactions. The task is: Predict the reaction yield, written as a fraction of the theoretical maximum amount of product (1.0 means a 100% yield; for example, 0.34 means a 34% yield). (1) The reactants are [C:1]1([O:9][CH3:10])[C:2](=[CH:5][CH:6]=[CH:7][CH:8]=1)[O:3][CH3:4].[CH:11]([CH2:13][C:14](O)=[O:15])=[CH2:12]. No catalyst specified. The product is [CH3:4][O:3][C:2]1[CH:5]=[C:6]2[C:7](=[CH:8][C:1]=1[O:9][CH3:10])[C:14](=[O:15])[CH2:13][CH:11]2[CH3:12]. The yield is 0.740. (2) The reactants are [F:1][C:2]1[CH:3]=[C:4]([C@@H:8]2[N:12]([C:13]([O:15][C:16]([CH3:19])([CH3:18])[CH3:17])=[O:14])[C@H:11]([C:20]([O:22][CH2:23][CH3:24])=[O:21])[CH2:10][CH2:9]2)[CH:5]=[N:6][CH:7]=1.[CH3:25][Si]([N-][Si](C)(C)C)(C)C.[K+].C1(C)C=CC=CC=1.CI.[Na+].[Cl-]. The catalyst is C1COCC1. The product is [F:1][C:2]1[CH:3]=[C:4]([C@@H:8]2[N:12]([C:13]([O:15][C:16]([CH3:17])([CH3:18])[CH3:19])=[O:14])[C@:11]([CH3:25])([C:20]([O:22][CH2:23][CH3:24])=[O:21])[CH2:10][CH2:9]2)[CH:5]=[N:6][CH:7]=1. The yield is 0.980. (3) The reactants are N1C(C)=CC=CC=1C.[CH2:9]([O:16][C:17]1[CH:18]=[CH:19][C:20]([C@@H:28]([OH:31])[CH2:29][Br:30])=[C:21]2[C:26]=1[NH:25][C:24](=[O:27])[CH:23]=[CH:22]2)[C:10]1[CH:15]=[CH:14][CH:13]=[CH:12][CH:11]=1.FC(F)(F)S(O[Si:38]([C:41]([CH3:44])([CH3:43])[CH3:42])([CH3:40])[CH3:39])(=O)=O. The catalyst is C(Cl)Cl. The product is [CH2:9]([O:16][C:17]1[CH:18]=[CH:19][C:20]([C@@H:28]([O:31][Si:38]([C:41]([CH3:44])([CH3:43])[CH3:42])([CH3:40])[CH3:39])[CH2:29][Br:30])=[C:21]2[C:26]=1[NH:25][C:24](=[O:27])[CH:23]=[CH:22]2)[C:10]1[CH:11]=[CH:12][CH:13]=[CH:14][CH:15]=1. The yield is 0.850. (4) The reactants are Br[C:2]1[CH:10]=[CH:9][C:8]([F:11])=[C:7]2[C:3]=1[CH:4]=[CH:5][NH:6]2.[B:12]1([B:12]2[O:16][C:15]([CH3:18])([CH3:17])[C:14]([CH3:20])([CH3:19])[O:13]2)[O:16][C:15]([CH3:18])([CH3:17])[C:14]([CH3:20])([CH3:19])[O:13]1.CC([O-])=O.[K+]. The catalyst is COCCOC.C1C=CC(P(C2C=CC=CC=2)[C-]2C=CC=C2)=CC=1.C1C=CC(P(C2C=CC=CC=2)[C-]2C=CC=C2)=CC=1.Cl[Pd]Cl.[Fe+2]. The product is [F:11][C:8]1[CH:9]=[CH:10][C:2]([B:12]2[O:16][C:15]([CH3:18])([CH3:17])[C:14]([CH3:20])([CH3:19])[O:13]2)=[C:3]2[C:7]=1[NH:6][CH:5]=[CH:4]2. The yield is 0.329. (5) The reactants are Cl[C:2]1[N:3]=[C:4]([N:14]2[CH2:19][CH2:18][O:17][CH2:16][CH2:15]2)[C:5]2[S:10][C:9]([CH2:11][NH:12][CH3:13])=[CH:8][C:6]=2[N:7]=1.[CH3:20][O:21][CH2:22][C:23](Cl)=[O:24].CC1(C)C(C)(C)OB([C:34]2[CH:42]=[CH:41][CH:40]=[C:39]3[C:35]=2[CH:36]=[N:37][NH:38]3)O1. No catalyst specified. The product is [NH:38]1[C:39]2[C:35](=[C:34]([C:2]3[N:3]=[C:4]([N:14]4[CH2:19][CH2:18][O:17][CH2:16][CH2:15]4)[C:5]4[S:10][C:9]([CH2:11][N:12]([CH3:13])[C:23](=[O:24])[CH2:22][O:21][CH3:20])=[CH:8][C:6]=4[N:7]=3)[CH:42]=[CH:41][CH:40]=2)[CH:36]=[N:37]1. The yield is 0.520. (6) The reactants are [NH2:1][C:2]1[C:7]([N+:8]([O-])=O)=[C:6]([C:11]2[S:12][CH:13]=[CH:14][CH:15]=2)[CH:5]=[CH:4][N:3]=1.C(OCC)(=O)C.[BH4-].[Na+].[Cl-].[NH4+]. The catalyst is C(O)C.[C].[Pd].C(Cl)Cl. The product is [NH2:1][C:2]1[C:7]([NH2:8])=[C:6]([C:11]2[S:12][CH:13]=[CH:14][CH:15]=2)[CH:5]=[CH:4][N:3]=1. The yield is 0.820.